Dataset: Reaction yield outcomes from USPTO patents with 853,638 reactions. Task: Predict the reaction yield, written as a fraction of the theoretical maximum amount of product (1.0 means a 100% yield; for example, 0.34 means a 34% yield). (1) The reactants are C([O:3][C:4](=[O:22])[C:5]1[CH:10]=[CH:9][CH:8]=[C:7]([O:11][C:12]2[CH:17]=[CH:16][C:15]([F:18])=[CH:14][C:13]=2[N+:19]([O-:21])=[O:20])[CH:6]=1)C.C1COCC1.O.O.[OH-].[Li+].Cl. The catalyst is O. The product is [F:18][C:15]1[CH:16]=[CH:17][C:12]([O:11][C:7]2[CH:6]=[C:5]([CH:10]=[CH:9][CH:8]=2)[C:4]([OH:22])=[O:3])=[C:13]([N+:19]([O-:21])=[O:20])[CH:14]=1. The yield is 0.970. (2) The reactants are [Br:1][C:2]1[C:3]([CH2:21][OH:22])=[CH:4][C:5]2[C:10]([CH:11]=1)=[C:9]([CH2:12][C:13]1[CH:18]=[CH:17][C:16]([CH2:19][CH3:20])=[CH:15][CH:14]=1)[CH:8]=[CH:7][CH:6]=2.[CH3:23][O:24][C:25]([CH3:27])=[CH2:26].C(=O)([O-])O.[Na+]. The catalyst is C1COCC1.C1(C)C=CC(S([O-])(=O)=O)=CC=1.[NH+]1C=CC=CC=1. The product is [Br:1][C:2]1[CH:11]=[C:10]2[C:5]([CH:6]=[CH:7][CH:8]=[C:9]2[CH2:12][C:13]2[CH:14]=[CH:15][C:16]([CH2:19][CH3:20])=[CH:17][CH:18]=2)=[CH:4][C:3]=1[CH2:21][O:22][C:25]([O:24][CH3:23])([CH3:27])[CH3:26]. The yield is 1.00. (3) The reactants are [C:1]([NH:5][S:6]([CH2:9][CH2:10][CH2:11]Cl)(=[O:8])=[O:7])([CH3:4])([CH3:3])[CH3:2].[Li]CCCC. The catalyst is C1COCC1. The product is [C:1]([NH:5][S:6]([CH:9]1[CH2:11][CH2:10]1)(=[O:8])=[O:7])([CH3:4])([CH3:3])[CH3:2]. The yield is 0.560. (4) The reactants are [CH3:1][O:2][C:3](=[O:20])[CH:4]([C:10]1[CH:15]=[C:14]([CH:16]=[O:17])[C:13]([OH:18])=[C:12](Br)[CH:11]=1)[CH2:5][C:6]([O:8][CH3:9])=[O:7].[N+:21]([C:24]1[CH:25]=[C:26](B(O)O)[CH:27]=[CH:28][CH:29]=1)([O-:23])=[O:22].C(=O)([O-])[O-].[Na+].[Na+].Cl. The catalyst is [Pd].C1(P(C2C=CC=CC=2)C2C=CC=CC=2)C=CC=CC=1.C1(P(C2C=CC=CC=2)C2C=CC=CC=2)C=CC=CC=1.C1(P(C2C=CC=CC=2)C2C=CC=CC=2)C=CC=CC=1.C1(P(C2C=CC=CC=2)C2C=CC=CC=2)C=CC=CC=1.CO.C1(C)C=CC=CC=1. The product is [CH3:1][O:2][C:3](=[O:20])[CH:4]([C:10]1[CH:11]=[C:12]([C:28]2[CH:27]=[CH:26][CH:25]=[C:24]([N+:21]([O-:23])=[O:22])[CH:29]=2)[C:13]([OH:18])=[C:14]([CH:16]=[O:17])[CH:15]=1)[CH2:5][C:6]([O:8][CH3:9])=[O:7]. The yield is 0.660. (5) The reactants are [Cl:1][C:2]1[CH:10]=[C:6]([C:7]([OH:9])=O)[C:5]([OH:11])=[CH:4][CH:3]=1.[F:12][C:13]([F:26])([F:25])[C:14]1[CH:20]=[CH:19][C:18]([C:21]([F:24])([F:23])[F:22])=[CH:17][C:15]=1[NH2:16]. No catalyst specified. The product is [Cl:1][C:2]1[CH:3]=[CH:4][C:5]([OH:11])=[C:6]([CH:10]=1)[C:7]([NH:16][C:15]1[CH:17]=[C:18]([C:21]([F:22])([F:23])[F:24])[CH:19]=[CH:20][C:14]=1[C:13]([F:12])([F:25])[F:26])=[O:9]. The yield is 0.0360. (6) The reactants are [Cl:1][C:2]1[N:11]=[C:10](Cl)[C:9]2[C:4](=[CH:5][CH:6]=[CH:7][CH:8]=2)[N:3]=1.[N:13]1([CH2:18][CH2:19][NH2:20])[CH2:17][CH2:16][CH2:15][CH2:14]1. The catalyst is C(OCC)C. The product is [Cl:1][C:2]1[N:11]=[C:10]([NH:20][CH2:19][CH2:18][N:13]2[CH2:17][CH2:16][CH2:15][CH2:14]2)[C:9]2[C:4](=[CH:5][CH:6]=[CH:7][CH:8]=2)[N:3]=1. The yield is 0.980.